This data is from Aqueous solubility values for 9,982 compounds from the AqSolDB database. The task is: Regression/Classification. Given a drug SMILES string, predict its absorption, distribution, metabolism, or excretion properties. Task type varies by dataset: regression for continuous measurements (e.g., permeability, clearance, half-life) or binary classification for categorical outcomes (e.g., BBB penetration, CYP inhibition). For this dataset (solubility_aqsoldb), we predict Y. (1) The compound is Nc1ccc(OCc2cccc(F)c2)c(Cl)c1. The Y is -4.69 log mol/L. (2) The molecule is O=C1CC2OCC=C3CN4CCC56c7ccccc7N1C5C2C3CC46. The Y is -3.32 log mol/L. (3) The compound is O=C(c1ccc(F)cc1)C1CCN(CCn2c(=O)[nH]c3ccccc3c2=O)CC1. The Y is -4.60 log mol/L. (4) The molecule is Clc1ccc(-c2c(Cl)cccc2Cl)c(Cl)c1. The Y is -6.65 log mol/L. (5) The drug is CCCCOCCO. The Y is -0.420 log mol/L. (6) The drug is O=S(=O)(Cl)c1ccc(I)cc1. The Y is -4.27 log mol/L.